From a dataset of Reaction yield outcomes from USPTO patents with 853,638 reactions. Predict the reaction yield, written as a fraction of the theoretical maximum amount of product (1.0 means a 100% yield; for example, 0.34 means a 34% yield). (1) The reactants are [CH2:1]([C:5]12[CH2:17][CH2:16][C:15](=[O:18])[C:14]([C:19]3[CH:24]=[CH:23][C:22]([OH:25])=[CH:21][CH:20]=3)=[C:13]1[C:12]1[C:7](=[CH:8][C:9]([O:26][CH3:27])=[CH:10][CH:11]=1)[CH2:6]2)[CH2:2][CH2:3][CH3:4].C(=O)([O-])[O-].[Cs+].[Cs+].Cl.Cl[CH2:36][CH2:37][N:38]1[CH2:43][CH2:42][CH2:41][CH2:40][CH2:39]1. The catalyst is CC(C)=O.CCOC(C)=O. The product is [CH2:1]([C:5]12[CH2:17][CH2:16][C:15](=[O:18])[C:14]([C:19]3[CH:24]=[CH:23][C:22]([O:25][CH2:36][CH2:37][N:38]4[CH2:43][CH2:42][CH2:41][CH2:40][CH2:39]4)=[CH:21][CH:20]=3)=[C:13]1[C:12]1[C:7](=[CH:8][C:9]([O:26][CH3:27])=[CH:10][CH:11]=1)[CH2:6]2)[CH2:2][CH2:3][CH3:4]. The yield is 0.960. (2) The reactants are [N:1]1([CH2:7][C:8]#[C:9][C:10]2[CH:15]=[CH:14][C:13]([S:16]([NH:19][CH2:20][C:21]3[CH:35]=[CH:34][C:24]([C:25]([NH:27][C:28]4[CH:29]=[N:30][CH:31]=[CH:32][CH:33]=4)=[O:26])=[CH:23][CH:22]=3)(=[O:18])=[O:17])=[CH:12][CH:11]=2)[CH2:6][CH2:5][O:4][CH2:3][CH2:2]1. The catalyst is CO.[Pd]. The product is [N:1]1([CH2:7][CH2:8][CH2:9][C:10]2[CH:11]=[CH:12][C:13]([S:16]([NH:19][CH2:20][C:21]3[CH:35]=[CH:34][C:24]([C:25]([NH:27][C:28]4[CH:29]=[N:30][CH:31]=[CH:32][CH:33]=4)=[O:26])=[CH:23][CH:22]=3)(=[O:17])=[O:18])=[CH:14][CH:15]=2)[CH2:6][CH2:5][O:4][CH2:3][CH2:2]1. The yield is 0.260. (3) The reactants are [C:1]([C:3]1[C:8]([O:9][CH3:10])=[CH:7][C:6]([N+:11]([O-])=O)=[CH:5][N:4]=1)#[N:2]. The catalyst is CCOC(C)=O.CC(O)=O.[Fe]. The product is [NH2:11][C:6]1[CH:7]=[C:8]([O:9][CH3:10])[C:3]([C:1]#[N:2])=[N:4][CH:5]=1. The yield is 0.970. (4) The reactants are [F:1][C:2]([F:23])([C:7]([F:22])([F:21])[C:8]([F:20])([F:19])[C:9]([F:18])([F:17])[C:10]([F:16])([F:15])[C:11]([F:14])([F:13])[F:12])[C:3](OC)=[O:4].[NH3:24].[NH4+]. The yield is 0.990. The product is [F:1][C:2]([F:23])([C:7]([F:22])([F:21])[C:8]([F:20])([F:19])[C:9]([F:18])([F:17])[C:10]([F:16])([F:15])[C:11]([F:14])([F:13])[F:12])[C:3]([NH2:24])=[O:4]. The catalyst is O1CCCC1. (5) The reactants are [Cl:1][C:2]1[CH:9]=[C:8](B2OC(C)(C)C(C)(C)O2)[CH:7]=[CH:6][C:3]=1[C:4]#[N:5].Br[C:20]1[CH:21]=[C:22]([CH:26]([CH:33]2[CH2:37][CH2:36][CH2:35][CH2:34]2)[NH:27][S:28]([CH2:31][CH3:32])(=[O:30])=[O:29])[CH:23]=[N:24][CH:25]=1.C([O-])([O-])=O.[Na+].[Na+]. The catalyst is CN(C=O)C.Cl[Pd](Cl)([P](C1C=CC=CC=1)(C1C=CC=CC=1)C1C=CC=CC=1)[P](C1C=CC=CC=1)(C1C=CC=CC=1)C1C=CC=CC=1. The product is [Cl:1][C:2]1[CH:9]=[C:8]([C:20]2[CH:21]=[C:22]([CH:26]([CH:33]3[CH2:37][CH2:36][CH2:35][CH2:34]3)[NH:27][S:28]([CH2:31][CH3:32])(=[O:29])=[O:30])[CH:23]=[N:24][CH:25]=2)[CH:7]=[CH:6][C:3]=1[C:4]#[N:5]. The yield is 0.330. (6) The reactants are [Br:1][C:2]1[CH:16]=[CH:15][C:5]2[C:6]3[N:7]([CH:11]=[C:12](I)[N:13]=3)[CH2:8][CH2:9][O:10][C:4]=2[CH:3]=1.[F:17][C:18]([F:26])([F:25])[CH2:19][N:20]1[CH:24]=[N:23][CH:22]=[N:21]1. No catalyst specified. The product is [Br:1][C:2]1[CH:16]=[CH:15][C:5]2[C:6]3[N:7]([CH:11]=[C:12]([C:24]4[N:20]([CH2:19][C:18]([F:26])([F:25])[F:17])[N:21]=[CH:22][N:23]=4)[N:13]=3)[CH2:8][CH2:9][O:10][C:4]=2[CH:3]=1. The yield is 0.100. (7) The reactants are ClC(OCC)=O.[S:7]1[C:11]([C@@H:12]2[CH2:14][C@H:13]2[C:15]([OH:17])=O)=[CH:10][N:9]=[CH:8]1.C(N(CC)CC)C.[N-:25]=[N+:26]=[N-:27].[Na+]. The catalyst is CC(C)=O.O. The product is [S:7]1[C:11]([C@@H:12]2[CH2:14][C@H:13]2[C:15]([N:25]=[N+:26]=[N-:27])=[O:17])=[CH:10][N:9]=[CH:8]1. The yield is 0.587.